Dataset: Full USPTO retrosynthesis dataset with 1.9M reactions from patents (1976-2016). Task: Predict the reactants needed to synthesize the given product. (1) Given the product [NH2:1][CH2:2][C@@H:3]1[C@H:8]([CH3:9])[CH2:7][CH2:6][CH2:5][N:4]1[C:10]([C:12]1[CH:17]=[C:16]([CH3:18])[CH:15]=[CH:14][C:13]=1[N:35]1[N:39]=[CH:38][CH:37]=[N:36]1)=[O:11], predict the reactants needed to synthesize it. The reactants are: [NH2:1][CH2:2][C@@H:3]1[C@H:8]([CH3:9])[CH2:7][CH2:6][CH2:5][N:4]1[C:10]([C:12]1[CH:17]=[C:16]([CH3:18])[CH:15]=[CH:14][C:13]=1C1C=NN(C)C=1)=[O:11].CC1C=CC([N:35]2[N:39]=[CH:38][CH:37]=[N:36]2)=C(C=1)C(O)=O. (2) Given the product [CH3:1][O:2][C:3]1[CH:4]=[CH:5][C:6]([CH2:9][N:10]2[C:18]3[CH:17]=[CH:16][CH:15]=[C:14]([NH2:19])[C:13]=3[C:12]([CH3:22])=[N:11]2)=[CH:7][CH:8]=1, predict the reactants needed to synthesize it. The reactants are: [CH3:1][O:2][C:3]1[CH:8]=[CH:7][C:6]([CH2:9][N:10]2[C:18]3[C:13](=[C:14]([N+:19]([O-])=O)[CH:15]=[CH:16][CH:17]=3)[C:12]([CH3:22])=[N:11]2)=[CH:5][CH:4]=1.